Dataset: Human liver microsome stability data. Task: Regression/Classification. Given a drug SMILES string, predict its absorption, distribution, metabolism, or excretion properties. Task type varies by dataset: regression for continuous measurements (e.g., permeability, clearance, half-life) or binary classification for categorical outcomes (e.g., BBB penetration, CYP inhibition). Dataset: hlm. (1) The drug is CS(=O)(=O)Nc1ccc2c(c1)S(=O)(=O)NC(c1c(O)c(-c3cccs3)nn(CC3CC3)c1=O)=N2. The result is 0 (unstable in human liver microsomes). (2) The molecule is Cc1ccccc1S(=O)(=O)N1CCN(c2ccc(C(=O)NCc3ccccc3)nn2)CC1. The result is 1 (stable in human liver microsomes). (3) The compound is Cc1ccc(-c2nc(C)c([C@H](OC(C)(C)C)C(=O)O)c(-c3ccc4c(c3C)CCCO4)c2C)cc1C. The result is 0 (unstable in human liver microsomes). (4) The molecule is O=C(c1ccc(/C=C2\SC(=S)N(c3cccc(C(F)(F)F)c3)C2=O)cc1)N1CCC(O)CC1. The result is 0 (unstable in human liver microsomes). (5) The drug is Nc1cc(F)ccc1NC(=O)c1ccc(CNC(=O)C=C2NC(=O)c3ccccc32)cc1. The result is 0 (unstable in human liver microsomes).